Dataset: Catalyst prediction with 721,799 reactions and 888 catalyst types from USPTO. Task: Predict which catalyst facilitates the given reaction. (1) Reactant: Br[C:2]1[CH:10]=[C:9]2[C:5]([CH:6]=[CH:7][NH:8]2)=[CH:4][CH:3]=1.[NH:11]1[CH2:15][CH2:14][CH2:13][CH2:12]1.C(=O)([O-])[O-].[Cs+].[Cs+].N1CCC[C@H]1C(O)=O. Product: [N:11]1([C:2]2[CH:10]=[C:9]3[C:5]([CH:6]=[CH:7][NH:8]3)=[CH:4][CH:3]=2)[CH2:15][CH2:14][CH2:13][CH2:12]1. The catalyst class is: 156. (2) Reactant: Cl.[N:2]1[CH:7]=[CH:6][CH:5]=[C:4]([S:8](Cl)(=[O:10])=[O:9])[CH:3]=1.[NH4+:12].[OH-]. Product: [N:2]1[CH:7]=[CH:6][CH:5]=[C:4]([S:8]([NH2:12])(=[O:10])=[O:9])[CH:3]=1. The catalyst class is: 21. (3) Reactant: [CH3:1][O:2][C:3]1[CH:4]=[C:5]2[C:9](=[CH:10][CH:11]=1)[N:8]=[C:7]([CH3:12])[C:6]2([CH3:14])[CH3:13].[I:15][CH2:16][CH3:17]. Product: [I-:15].[CH2:16]([N+:8]1[C:9]2[C:5](=[CH:4][C:3]([O:2][CH3:1])=[CH:11][CH:10]=2)[C:6]([CH3:14])([CH3:13])[C:7]=1[CH3:12])[CH3:17]. The catalyst class is: 262.